From a dataset of Peptide-MHC class I binding affinity with 185,985 pairs from IEDB/IMGT. Regression. Given a peptide amino acid sequence and an MHC pseudo amino acid sequence, predict their binding affinity value. This is MHC class I binding data. The peptide sequence is YRHDGGNVL. The MHC is HLA-A30:02 with pseudo-sequence HLA-A30:02. The binding affinity (normalized) is 0.